From a dataset of Forward reaction prediction with 1.9M reactions from USPTO patents (1976-2016). Predict the product of the given reaction. (1) Given the reactants C([O:3][C:4](=[O:14])[CH:5]([CH3:13])[NH:6][CH:7]1[CH2:12][CH2:11][CH2:10][CH2:9][CH2:8]1)C.[OH-].[Na+], predict the reaction product. The product is: [CH:7]1([NH:6][CH:5]([C:4]([OH:14])=[O:3])[CH3:13])[CH2:12][CH2:11][CH2:10][CH2:9][CH2:8]1. (2) Given the reactants Br/[CH:2]=[CH:3]/[C@H:4]([OH:14])[CH2:5][O:6][C:7]1[CH:12]=[CH:11][C:10]([F:13])=[CH:9][CH:8]=1.C(NCC)C.[CH:20](/[C@H:26]1[O:30][C:29]([CH3:32])([CH3:31])[O:28][C@H:27]1[CH2:33][O:34][CH2:35][C:36]([O:38][CH3:39])=[O:37])=[CH:21]\[CH:22]=[CH:23]\[C:24]#[CH:25], predict the reaction product. The product is: [OH:14][C@H:4]([CH2:5][O:6][C:7]1[CH:12]=[CH:11][C:10]([F:13])=[CH:9][CH:8]=1)/[CH:3]=[CH:2]/[C:25]#[C:24]/[CH:23]=[CH:22]/[CH:21]=[CH:20]/[C@H:26]1[O:30][C:29]([CH3:32])([CH3:31])[O:28][C@H:27]1[CH2:33][O:34][CH2:35][C:36]([O:38][CH3:39])=[O:37]. (3) Given the reactants [N:1]1([C:6]2[CH:24]=[CH:23][C:9]([CH2:10][C:11]3[C:12]([Cl:22])=[CH:13][C:14]([OH:21])=[C:15]([CH:20]=3)[C:16]([O:18][CH3:19])=[O:17])=[CH:8][CH:7]=2)[CH:5]=[CH:4][CH:3]=[N:2]1.[H-].[Na+].C1C=CC(N([S:34]([C:37]([F:40])([F:39])[F:38])(=[O:36])=[O:35])[S:34]([C:37]([F:40])([F:39])[F:38])(=[O:36])=[O:35])=CC=1.Cl, predict the reaction product. The product is: [N:1]1([C:6]2[CH:24]=[CH:23][C:9]([CH2:10][C:11]3[C:12]([Cl:22])=[CH:13][C:14]([O:21][S:34]([C:37]([F:40])([F:39])[F:38])(=[O:36])=[O:35])=[C:15]([CH:20]=3)[C:16]([O:18][CH3:19])=[O:17])=[CH:8][CH:7]=2)[CH:5]=[CH:4][CH:3]=[N:2]1. (4) Given the reactants C(O[C:4]([C:6]1[C:7]([OH:28])=[C:8]2[C:16]([Cl:17])=[C:15]([Cl:18])[N:14]([CH2:19][C:20]3[CH:25]=[CH:24][C:23]([F:26])=[C:22]([F:27])[CH:21]=3)[C:9]2=[C:10]([C:12]#[N:13])[N:11]=1)=[O:5])C.[NH2:29][CH2:30][C:31]([OH:33])=[O:32].C[O-].[Na+].CO, predict the reaction product. The product is: [Cl:18][C:15]1[N:14]([CH2:19][C:20]2[CH:25]=[CH:24][C:23]([F:26])=[C:22]([F:27])[CH:21]=2)[C:9]2=[C:10]([C:12]#[N:13])[N:11]=[C:6]([C:4]([NH:29][CH2:30][C:31]([OH:33])=[O:32])=[O:5])[C:7]([OH:28])=[C:8]2[C:16]=1[Cl:17]. (5) The product is: [Cl:8][C:5]1[CH:6]=[CH:7][C:2]([O:12][C:13]2[CH:14]=[C:15]([CH:18]=[CH:19][CH:20]=2)[CH:16]=[O:17])=[C:3]([N+:9]([O-:11])=[O:10])[CH:4]=1. Given the reactants Br[C:2]1[CH:7]=[CH:6][C:5]([Cl:8])=[CH:4][C:3]=1[N+:9]([O-:11])=[O:10].[OH:12][C:13]1[CH:14]=[C:15]([CH:18]=[CH:19][CH:20]=1)[CH:16]=[O:17].C([O-])([O-])=O.[K+].[K+], predict the reaction product. (6) Given the reactants O1CCCCC1[O:7][CH2:8][CH2:9][O:10][CH2:11][CH2:12][C:13]1[CH:18]=[C:17]([O:19][CH2:20][CH:21]=[CH2:22])[CH:16]=[C:15]([O:23][CH2:24][CH:25]=[CH2:26])[C:14]=1[CH2:27][CH3:28].Cl.C(=O)([O-])O.[Na+].O, predict the reaction product. The product is: [CH2:24]([O:23][C:15]1[C:14]([CH2:27][CH3:28])=[C:13]([CH2:12][CH2:11][O:10][CH2:9][CH2:8][OH:7])[CH:18]=[C:17]([O:19][CH2:20][CH:21]=[CH2:22])[CH:16]=1)[CH:25]=[CH2:26]. (7) Given the reactants CC1C=CC([N:8]=C=O)=CC=1N=C=O.[C:14]([O:18]CCCCCCCCCCCC)(=[O:17])[CH:15]=[CH2:16].C([O-])(=O)CCCCCCCCCCC.C([O-])(=O)CCCCCCCCCCC.C([Sn+2]CCCC)CCC.[C:68]([O:72][CH2:73][CH2:74]O)(=[O:71])C=C.CCCCO[C@H](CO)CC, predict the reaction product. The product is: [C:14]([OH:18])(=[O:17])[CH:15]=[CH2:16].[NH2:8][C:68]([O:72][CH2:73][CH3:74])=[O:71].